This data is from Full USPTO retrosynthesis dataset with 1.9M reactions from patents (1976-2016). The task is: Predict the reactants needed to synthesize the given product. Given the product [Cl:52][C:53]1[CH:64]=[CH:63][C:56]2[NH:57][C:58]([CH:60]([NH:62][C:6](=[O:8])[C:5]3[CH:9]=[CH:10][C:11]([C:12]([N:14]4[CH2:18][CH2:17][CH2:16][CH2:15]4)=[O:13])=[C:3]([C:2]([F:1])([F:20])[F:19])[CH:4]=3)[CH3:61])=[N:59][C:55]=2[CH:54]=1, predict the reactants needed to synthesize it. The reactants are: [F:1][C:2]([F:20])([F:19])[C:3]1[CH:4]=[C:5]([CH:9]=[CH:10][C:11]=1[C:12]([N:14]1[CH2:18][CH2:17][CH2:16][CH2:15]1)=[O:13])[C:6]([OH:8])=O.CN(C(ON1N=NC2C=CC=CC1=2)=[N+](C)C)C.[B-](F)(F)(F)F.C(N(C(C)C)CC)(C)C.[Cl:52][C:53]1[CH:64]=[CH:63][C:56]2[NH:57][C:58]([CH:60]([NH2:62])[CH3:61])=[N:59][C:55]=2[CH:54]=1.ClCl.